From a dataset of Reaction yield outcomes from USPTO patents with 853,638 reactions. Predict the reaction yield, written as a fraction of the theoretical maximum amount of product (1.0 means a 100% yield; for example, 0.34 means a 34% yield). (1) The reactants are [Br-:1].[Br-].C1(P(C2C=CC=CC=2)C2C=CC=CC=2)C=CC=CC=1.BrBr.C1(P(C2C=CC=CC=2)C2C=CC=CC=2)C=CC=CC=1.[Cl:43][C:44]1[CH:49]=[CH:48][C:47]([CH2:50][CH:51]([CH3:54])[CH2:52]O)=[CH:46][CH:45]=1. The catalyst is C(Cl)Cl. The product is [Br:1][CH2:52][CH:51]([CH3:54])[CH2:50][C:47]1[CH:48]=[CH:49][C:44]([Cl:43])=[CH:45][CH:46]=1. The yield is 0.730. (2) The reactants are [Si](C=[N+]=[N-])(C)(C)[CH3:2].[NH2:8][C:9]1[C:17]([N+:18]([O-:20])=[O:19])=[CH:16][C:12]([C:13]([OH:15])=[O:14])=[C:11]([F:21])[C:10]=1[F:22].CO. The catalyst is C1COCC1. The product is [CH3:2][O:14][C:13](=[O:15])[C:12]1[CH:16]=[C:17]([N+:18]([O-:20])=[O:19])[C:9]([NH2:8])=[C:10]([F:22])[C:11]=1[F:21]. The yield is 0.920. (3) The product is [CH2:1]([O:8][C@H:9]1[CH2:14][CH2:13][CH2:12][CH2:11][C@@H:10]1[NH:15][C:16]1[CH:23]=[C:22]([N:24]2[C:32]3[CH2:31][C:30]([CH3:33])([CH3:34])[CH2:29][C:28](=[O:35])[C:27]=3[C:26]([CH3:36])=[N:25]2)[CH:21]=[CH:20][C:17]=1[C:18]([NH2:19])=[O:37])[C:2]1[CH:3]=[CH:4][CH:5]=[CH:6][CH:7]=1. The reactants are [CH2:1]([O:8][C@H:9]1[CH2:14][CH2:13][CH2:12][CH2:11][C@@H:10]1[NH:15][C:16]1[CH:23]=[C:22]([N:24]2[C:32]3[CH2:31][C:30]([CH3:34])([CH3:33])[CH2:29][C:28](=[O:35])[C:27]=3[C:26]([CH3:36])=[N:25]2)[CH:21]=[CH:20][C:17]=1[C:18]#[N:19])[C:2]1[CH:7]=[CH:6][CH:5]=[CH:4][CH:3]=1.[OH-:37].[Na+].OO. The catalyst is CCO.CS(C)=O.CCOC(C)=O. The yield is 0.380.